This data is from Retrosynthesis with 50K atom-mapped reactions and 10 reaction types from USPTO. The task is: Predict the reactants needed to synthesize the given product. Given the product CC(C)(C)OC(=O)N1CC(n2nc(I)c3c(N)ncnc32)C1, predict the reactants needed to synthesize it. The reactants are: CC(C)(C)OC(=O)N1CC(OS(C)(=O)=O)C1.Nc1ncnc2[nH]nc(I)c12.